Task: Predict the reaction yield, written as a fraction of the theoretical maximum amount of product (1.0 means a 100% yield; for example, 0.34 means a 34% yield).. Dataset: Reaction yield outcomes from USPTO patents with 853,638 reactions (1) The reactants are [CH:1]([C:4]1[CH:9]=[C:8]([CH:10]([CH3:12])[CH3:11])[C:7]([S:13]([C:16]2[CH:21]=[CH:20][CH:19]=[CH:18][CH:17]=2)(=[O:15])=[O:14])=[CH:6][C:5]=1[S:22](Cl)(=[O:24])=[O:23])([CH3:3])[CH3:2].[CH2:26]1[C:34]2[C:29](=[CH:30][CH:31]=[CH:32][CH:33]=2)[CH2:28][CH:27]1[NH2:35]. No catalyst specified. The product is [CH2:26]1[C:34]2[C:29](=[CH:30][CH:31]=[CH:32][CH:33]=2)[CH2:28][CH:27]1[NH:35][S:22]([C:5]1[CH:6]=[C:7]([S:13]([C:16]2[CH:21]=[CH:20][CH:19]=[CH:18][CH:17]=2)(=[O:15])=[O:14])[C:8]([CH:10]([CH3:12])[CH3:11])=[CH:9][C:4]=1[CH:1]([CH3:3])[CH3:2])(=[O:24])=[O:23]. The yield is 0.900. (2) The reactants are [CH3:1]C(C)([O-])C.[K+].[NH:7]1[C:15]2[C:10](=[CH:11][CH:12]=[CH:13][CH:14]=2)[CH:9]=[CH:8]1.C(OC)(=O)C(OC)=O. The catalyst is CN(C=O)C. The product is [CH3:1][N:7]1[C:15]2[C:10](=[CH:11][CH:12]=[CH:13][CH:14]=2)[CH:9]=[CH:8]1. The yield is 0.440. (3) The catalyst is C(OCC)(=O)C.C([O-])(=O)C.[Cu+2].C([O-])(=O)C.ClCCl. The yield is 1.00. The product is [CH2:1]([C:3]1[N:4]([C:33]2[CH:34]=[CH:35][C:30]([O:29][CH3:28])=[CH:31][CH:32]=2)[C:5](=[O:27])[C:6]([CH2:12][C:13]2[CH:18]=[CH:17][C:16]([C:19]3[C:20]([C:25]#[N:26])=[CH:21][CH:22]=[CH:23][CH:24]=3)=[CH:15][CH:14]=2)=[C:7]([CH2:9][CH2:10][CH3:11])[N:8]=1)[CH3:2]. The reactants are [CH2:1]([C:3]1[NH:4][C:5](=[O:27])[C:6]([CH2:12][C:13]2[CH:18]=[CH:17][C:16]([C:19]3[C:20]([C:25]#[N:26])=[CH:21][CH:22]=[CH:23][CH:24]=3)=[CH:15][CH:14]=2)=[C:7]([CH2:9][CH2:10][CH3:11])[N:8]=1)[CH3:2].[CH3:28][O:29][C:30]1[CH:35]=[CH:34][C:33](B(O)O)=[CH:32][CH:31]=1.N1C=CC=CC=1.C(N(CC)CC)C. (4) No catalyst specified. The product is [CH2:15]([O:14][C:12](=[O:13])[NH:11][CH:8]1[CH2:7][C:6](=[O:5])[O:18][CH:9]1[O:10][CH:19]1[CH2:24][CH2:23][CH2:22][CH2:21][CH2:20]1)[CH:16]=[CH2:17]. The yield is 0.850. The reactants are C([O:5][C:6](=[O:18])[CH2:7][CH:8]([NH:11][C:12]([O:14][CH2:15][CH:16]=[CH2:17])=[O:13])[CH2:9][OH:10])(C)(C)C.[CH:19]1(O)[CH2:24][CH2:23][CH2:22][CH2:21][CH2:20]1. (5) The reactants are [NH2:1][C:2]1[N:7]=[C:6](Cl)[C:5]([CH2:9][C:10]([O:12][CH2:13][CH3:14])=[O:11])=[C:4]([Cl:15])[N:3]=1.[CH3:16][O:17][C:18]1[C:23]([CH3:24])=[CH:22][N:21]=[C:20]([CH2:25][NH:26][CH2:27][C:28]([O:30][CH3:31])=[O:29])[C:19]=1[CH3:32].C(N(CC)C(C)C)(C)C. The catalyst is CN(C=O)C.C(OCC)(=O)C.[NH4+].[Cl-]. The product is [NH2:1][C:2]1[N:3]=[C:4]([Cl:15])[C:5]([CH2:9][C:10]([O:12][CH2:13][CH3:14])=[O:11])=[C:6]([N:26]([CH2:27][C:28]([O:30][CH3:31])=[O:29])[CH2:25][C:20]2[C:19]([CH3:32])=[C:18]([O:17][CH3:16])[C:23]([CH3:24])=[CH:22][N:21]=2)[N:7]=1. The yield is 0.130.